From a dataset of Reaction yield outcomes from USPTO patents with 853,638 reactions. Predict the reaction yield, written as a fraction of the theoretical maximum amount of product (1.0 means a 100% yield; for example, 0.34 means a 34% yield). (1) The reactants are C[Mg]Br.[CH:4]1[C:17]2[CH:16]=[C:15]([C:18]3[C:27]4[C:22](=[CH:23][CH:24]=[CH:25][CH:26]=4)[CH:21]=[CH:20][C:19]=3C(OCC)=O)[C:14]3[C:9](=[CH:10][CH:11]=[CH:12][CH:13]=3)[C:8]=2[CH:7]=[CH:6][CH:5]=1.[OH2:33].O1C[CH2:37][CH2:36][CH2:35]1. No catalyst specified. The product is [CH:4]1[C:17]2[CH:16]=[C:15]([C:18]3[C:27]4[C:22](=[CH:23][CH:24]=[CH:25][CH:26]=4)[CH:21]=[CH:20][C:19]=3[C:36]([OH:33])([CH3:37])[CH3:35])[C:14]3[C:9](=[CH:10][CH:11]=[CH:12][CH:13]=3)[C:8]=2[CH:7]=[CH:6][CH:5]=1. The yield is 0.870. (2) The reactants are [N:1]1[CH:6]=[CH:5][CH:4]=[C:3]([C:7]2([C:11](=[S:13])[NH2:12])[CH2:10][CH2:9][CH2:8]2)[CH:2]=1.Br[CH2:15][C:16](=O)[C:17]([O:19][CH2:20][CH3:21])=[O:18]. The catalyst is C(O)C. The product is [N:1]1[CH:6]=[CH:5][CH:4]=[C:3]([C:7]2([C:11]3[S:13][CH:15]=[C:16]([C:17]([O:19][CH2:20][CH3:21])=[O:18])[N:12]=3)[CH2:8][CH2:9][CH2:10]2)[CH:2]=1. The yield is 0.530. (3) The reactants are Cl[CH2:2][C:3]1[CH:8]=[CH:7][C:6]([C:9]([NH:11][C:12]2[S:13][C:14]([N:22]3[CH2:27][CH2:26][O:25][CH2:24][CH2:23]3)=[C:15]([C:17]3[O:18][CH:19]=[CH:20][CH:21]=3)[N:16]=2)=[O:10])=[CH:5][N:4]=1.[NH:28]1[CH:32]=[CH:31][N:30]=[CH:29]1.O. The catalyst is CN(C=O)C. The product is [O:18]1[CH:19]=[CH:20][CH:21]=[C:17]1[C:15]1[N:16]=[C:12]([NH:11][C:9]([C:6]2[CH:7]=[CH:8][C:3]([CH2:2][N:28]3[CH:32]=[CH:31][N:30]=[CH:29]3)=[N:4][CH:5]=2)=[O:10])[S:13][C:14]=1[N:22]1[CH2:27][CH2:26][O:25][CH2:24][CH2:23]1. The yield is 0.550. (4) The reactants are [Br:1][CH2:2][CH2:3][CH2:4][CH2:5][CH2:6][CH2:7][CH2:8][CH2:9][CH2:10]Br.[N:12]1[C:21]2[C:16](=[CH:17][CH:18]=[CH:19][CH:20]=2)[CH:15]=[CH:14][CH:13]=1. No catalyst specified. The product is [Br-:1].[Br-:1].[CH2:2]([N+:12]1[C:21]2[C:16](=[CH:17][CH:18]=[CH:19][CH:20]=2)[CH:15]=[CH:14][CH:13]=1)[CH2:3][CH2:4][CH2:5][CH2:6][CH2:7][CH2:8][CH2:9][CH2:10][N+:12]1[C:21]2[C:16](=[CH:17][CH:18]=[CH:19][CH:20]=2)[CH:15]=[CH:14][CH:13]=1. The yield is 0.920. (5) The reactants are [Cl:1][C:2]1[CH:7]=[CH:6][C:5]([C@H:8]([C:21]([N:23]2[CH2:28][CH2:27][N:26]([C:29]3[C:34]([C:35]4[CH:40]=[CH:39][CH:38]=[CH:37][CH:36]=4)=[CH:33][N:32]=[C:31]4[NH:41][CH:42]=[C:43]([CH3:44])[C:30]=34)[CH2:25][CH2:24]2)=[O:22])[CH2:9][C:10]([NH:13]C(=O)OC(C)(C)C)([CH3:12])[CH3:11])=[CH:4][CH:3]=1.C(O)(C(F)(F)F)=O.C1(N)C(F)=C(F)C(F)=C(N)C=1F.Cl.Cl. The catalyst is C(Cl)Cl. The product is [NH2:13][C:10]([CH3:12])([CH3:11])[CH2:9][C@H:8]([C:5]1[CH:6]=[CH:7][C:2]([Cl:1])=[CH:3][CH:4]=1)[C:21]([N:23]1[CH2:24][CH2:25][N:26]([C:29]2[C:34]([C:35]3[CH:36]=[CH:37][CH:38]=[CH:39][CH:40]=3)=[CH:33][N:32]=[C:31]3[NH:41][CH:42]=[C:43]([CH3:44])[C:30]=23)[CH2:27][CH2:28]1)=[O:22]. The yield is 0.890. (6) The reactants are [CH2:1]([C:4]1[C:12]([OH:13])=[CH:11][CH:10]=[C:9]2[C:5]=1[CH:6]=[CH:7][NH:8]2)[CH:2]=[CH2:3].C([O-])=O.[NH4+]. The catalyst is CCO.[OH-].[Pd+2].[OH-]. The product is [CH2:1]([C:4]1[C:12]([OH:13])=[CH:11][CH:10]=[C:9]2[C:5]=1[CH:6]=[CH:7][NH:8]2)[CH2:2][CH3:3]. The yield is 0.750. (7) The reactants are [CH3:1][NH:2][S:3]([CH3:6])(=[O:5])=[O:4].C(#N)C.[F:10][C:11]1[CH:16]=[CH:15][C:14]([C:17]2[C:22]([C:23]([O:25][CH3:26])=[O:24])=[C:21]([CH:27]([CH3:29])[CH3:28])[N:20]=[C:19](OS(C3C=CC(C)=CC=3)(=O)=O)[N:18]=2)=[CH:13][CH:12]=1. The catalyst is O. The product is [F:10][C:11]1[CH:12]=[CH:13][C:14]([C:17]2[C:22]([C:23]([O:25][CH3:26])=[O:24])=[C:21]([CH:27]([CH3:29])[CH3:28])[N:20]=[C:19]([N:2]([CH3:1])[S:3]([CH3:6])(=[O:5])=[O:4])[N:18]=2)=[CH:15][CH:16]=1. The yield is 0.750. (8) The reactants are [CH3:1][O:2][C:3]1[C:4]([NH:15][C:16](=[O:20])OCC)=[N:5][C:6]2[C:11]([N:12]=1)=[CH:10][C:9]([O:13][CH3:14])=[CH:8][CH:7]=2.[CH3:21][O:22][C:23]1[CH:24]=[C:25]([N:31]2[CH2:36][CH2:35][NH:34][CH2:33][CH2:32]2)[CH:26]=[C:27]([O:29][CH3:30])[CH:28]=1. No catalyst specified. The product is [CH3:1][O:2][C:3]1[C:4]([NH:15][C:16]([N:34]2[CH2:33][CH2:32][N:31]([C:25]3[CH:24]=[C:23]([O:22][CH3:21])[CH:28]=[C:27]([O:29][CH3:30])[CH:26]=3)[CH2:36][CH2:35]2)=[O:20])=[N:5][C:6]2[C:11]([N:12]=1)=[CH:10][C:9]([O:13][CH3:14])=[CH:8][CH:7]=2. The yield is 0.860. (9) The reactants are [CH2:1]([O:3][C:4]1[CH:5]=[C:6]([C@H:12]([NH2:18])[CH2:13][S:14]([CH3:17])(=[O:16])=[O:15])[CH:7]=[CH:8][C:9]=1[O:10][CH3:11])[CH3:2].C[O:20][C:21](=O)[C:22]1[C:27]([NH:28][C:29]([CH:31]2[CH2:33][CH2:32]2)=[O:30])=[CH:26][CH:25]=[C:24]([Br:34])[C:23]=1[CH2:35]Br.C(N(CC)CC)C. The catalyst is CN(C=O)C. The product is [Br:34][C:24]1[CH:25]=[CH:26][C:27]([NH:28][C:29]([CH:31]2[CH2:32][CH2:33]2)=[O:30])=[C:22]2[C:23]=1[CH2:35][N:18]([C@@H:12]([C:6]1[CH:7]=[CH:8][C:9]([O:10][CH3:11])=[C:4]([O:3][CH2:1][CH3:2])[CH:5]=1)[CH2:13][S:14]([CH3:17])(=[O:16])=[O:15])[C:21]2=[O:20]. The yield is 0.740. (10) The reactants are [F:1][C:2]1[C:3]([NH:18][C:19]2[CH:24]=[CH:23][C:22]([I:25])=[CH:21][C:20]=2[F:26])=[C:4]([C:9]([N:11]2[CH2:14][CH:13]([C:15](O)=[O:16])[CH2:12]2)=[O:10])[CH:5]=[CH:6][C:7]=1[F:8].C(N(CC)CC)C.C1CN([P+](ON2N=NC3C=CC=CC2=3)(N2CCCC2)N2CCCC2)CC1.F[P-](F)(F)(F)(F)F.[BH4-].[Na+]. The catalyst is O1CCCC1. The product is [F:1][C:2]1[C:3]([NH:18][C:19]2[CH:24]=[CH:23][C:22]([I:25])=[CH:21][C:20]=2[F:26])=[C:4]([C:9]([N:11]2[CH2:14][CH:13]([CH2:15][OH:16])[CH2:12]2)=[O:10])[CH:5]=[CH:6][C:7]=1[F:8]. The yield is 0.250.